This data is from Reaction yield outcomes from USPTO patents with 853,638 reactions. The task is: Predict the reaction yield, written as a fraction of the theoretical maximum amount of product (1.0 means a 100% yield; for example, 0.34 means a 34% yield). The reactants are [N:1]1[C:9]([NH2:10])=[C:8]2[C:4]([NH:5][CH:6]=[N:7]2)=[N:3][CH:2]=1.[H-].[Na+].Br[CH2:14][C:15]1[N:16]([C:27]2[CH:32]=[CH:31][CH:30]=[CH:29][C:28]=2[CH3:33])[C:17](=[O:26])[C:18]2[C:23]([CH:24]=1)=[CH:22][CH:21]=[CH:20][C:19]=2[CH3:25]. The catalyst is CN(C=O)C. The product is [NH2:10][C:9]1[N:1]=[CH:2][N:3]=[C:4]2[C:8]=1[N:7]=[CH:6][N:5]2[CH2:14][C:15]1[N:16]([C:27]2[CH:32]=[CH:31][CH:30]=[CH:29][C:28]=2[CH3:33])[C:17](=[O:26])[C:18]2[C:23]([CH:24]=1)=[CH:22][CH:21]=[CH:20][C:19]=2[CH3:25]. The yield is 0.700.